Dataset: Forward reaction prediction with 1.9M reactions from USPTO patents (1976-2016). Task: Predict the product of the given reaction. (1) Given the reactants BrC1C=CC2OC3C(=O)NC(C4CCNCC4)=NC=3C=2C=1.BrC1C=CC2OC3C(=O)NC(C4CCN(C(OC(C)(C)C)=O)CC4)=NC=3C=2C=1.[Cl:50][C:51]1[CH:52]=[CH:53][C:54]2[O:63][C:62]3[C:61](=[O:64])[NH:60][C:59]([C@@H:65]4[CH2:73][CH:72]5[CH:67]([CH2:68][CH2:69][CH2:70][CH2:71]5)[N:66]4C(OC(C)(C)C)=O)=[N:58][C:57]=3[C:55]=2[CH:56]=1, predict the reaction product. The product is: [Cl:50][C:51]1[CH:52]=[CH:53][C:54]2[O:63][C:62]3[C:61](=[O:64])[NH:60][C:59]([C@@H:65]4[CH2:73][CH:72]5[CH:67]([CH2:68][CH2:69][CH2:70][CH2:71]5)[NH:66]4)=[N:58][C:57]=3[C:55]=2[CH:56]=1. (2) Given the reactants [F:1][C:2]([F:7])([F:6])[C:3]([OH:5])=[O:4].[F:8][C:9]([F:14])([F:13])[C:10]([OH:12])=[O:11].FC(F)(F)C(O)=O.[Cl:22][C:23]1[CH:24]=[N:25][C:26]2[NH:27][C:28]3[CH:29]=[N:30][CH:31]=[C:32]([CH:54]=3)[CH2:33][CH2:34][C:35]3[CH:43]=[C:39]([NH:40][C:41]=1[N:42]=2)[CH:38]=[CH:37][C:36]=3[O:44][CH2:45][C:46](=[O:53])[N:47]1[CH2:52][CH2:51][NH:50][CH2:49][CH2:48]1.[CH3:55][O:56][CH2:57][C:58](Cl)=[O:59], predict the reaction product. The product is: [F:1][C:2]([F:7])([F:6])[C:3]([OH:5])=[O:4].[F:8][C:9]([F:14])([F:13])[C:10]([OH:12])=[O:11].[Cl:22][C:23]1[CH:24]=[N:25][C:26]2[NH:27][C:28]3[CH:29]=[N:30][CH:31]=[C:32]([CH:54]=3)[CH2:33][CH2:34][C:35]3[CH:43]=[C:39]([NH:40][C:41]=1[N:42]=2)[CH:38]=[CH:37][C:36]=3[O:44][CH2:45][C:46]([N:47]1[CH2:52][CH2:51][N:50]([C:58](=[O:59])[CH2:57][O:56][CH3:55])[CH2:49][CH2:48]1)=[O:53].